Task: Predict the reactants needed to synthesize the given product.. Dataset: Full USPTO retrosynthesis dataset with 1.9M reactions from patents (1976-2016) (1) Given the product [Cl:1][C:2]1[CH:3]=[C:4]([C@@H:12]([CH2:16][CH:17]2[CH2:21][CH2:20][CH2:19][CH2:18]2)[C:13]([NH:39][C:36]2[CH:35]=[N:34][C:33]([C:29]3[O:28][CH:32]=[CH:31][CH:30]=3)=[CH:38][N:37]=2)=[O:15])[CH:5]=[CH:6][C:7]=1[S:8]([CH3:11])(=[O:9])=[O:10], predict the reactants needed to synthesize it. The reactants are: [Cl:1][C:2]1[CH:3]=[C:4]([C@@H:12]([CH2:16][CH:17]2[CH2:21][CH2:20][CH2:19][CH2:18]2)[C:13]([OH:15])=O)[CH:5]=[CH:6][C:7]=1[S:8]([CH3:11])(=[O:10])=[O:9].C(Cl)(=O)C(Cl)=O.[O:28]1[CH:32]=[CH:31][CH:30]=[C:29]1[C:33]1[N:34]=[CH:35][C:36]([NH2:39])=[N:37][CH:38]=1.N1C(C)=CC=CC=1C. (2) Given the product [F:1][C:2]1[CH:9]=[CH:8][C:7]([CH:10]([F:22])[C:11]([F:14])([F:13])[F:12])=[CH:6][C:3]=1[C:4]#[N:5], predict the reactants needed to synthesize it. The reactants are: [F:1][C:2]1[CH:9]=[CH:8][C:7]([CH:10](O)[C:11]([F:14])([F:13])[F:12])=[CH:6][C:3]=1[C:4]#[N:5].CCN(S(F)(F)[F:22])CC. (3) Given the product [CH3:14][C:7]1[CH:8]=[C:9]([CH3:13])[CH:10]=[C:11]([CH3:12])[C:6]=1[C:3]1[CH:2]=[N:17][NH:16][C:4]=1[NH2:5], predict the reactants needed to synthesize it. The reactants are: O=[CH:2][CH:3]([C:6]1[C:11]([CH3:12])=[CH:10][C:9]([CH3:13])=[CH:8][C:7]=1[CH3:14])[C:4]#[N:5].O.[NH2:16][NH2:17].C(O)(=O)C.Cl. (4) Given the product [Cl:1][C:2]1[C:3]([CH3:12])=[C:4]([S:8]([NH:19][C:20]2[CH:21]=[C:22]3[C:27](=[CH:28][CH:29]=2)[N:26]=[CH:25][CH:24]=[N:23]3)(=[O:10])=[O:9])[CH:5]=[CH:6][CH:7]=1, predict the reactants needed to synthesize it. The reactants are: [Cl:1][C:2]1[C:3]([CH3:12])=[C:4]([S:8](Cl)(=[O:10])=[O:9])[CH:5]=[CH:6][CH:7]=1.N1C=CC=CC=1.[NH2:19][C:20]1[CH:21]=[C:22]2[C:27](=[CH:28][CH:29]=1)[N:26]=[CH:25][CH:24]=[N:23]2.C([O-])(O)=O.[Na+]. (5) Given the product [CH2:6]([N:10]1[C:14](=[O:15])[C:13]([Cl:29])=[C:12]([C:17]2[CH:22]=[CH:21][CH:20]=[C:19]([Cl:23])[CH:18]=2)[S:11]1(=[O:25])=[O:24])[CH2:7][CH2:8][CH3:9], predict the reactants needed to synthesize it. The reactants are: CN(C=O)C.[CH2:6]([N:10]1[C:14](=[O:15])[C:13](O)=[C:12]([C:17]2[CH:22]=[CH:21][CH:20]=[C:19]([Cl:23])[CH:18]=2)[S:11]1(=[O:25])=[O:24])[CH2:7][CH2:8][CH3:9].C(Cl)(=O)C([Cl:29])=O. (6) Given the product [C:11]1([CH:7]([C:1]2[CH:2]=[CH:3][CH:4]=[CH:5][CH:6]=2)[CH2:8][NH2:9])[CH:12]=[CH:13][CH:14]=[CH:15][CH:16]=1, predict the reactants needed to synthesize it. The reactants are: [C:1]1([CH:7]([C:11]2[CH:16]=[CH:15][CH:14]=[CH:13][CH:12]=2)[CH:8]=[N:9]O)[CH:6]=[CH:5][CH:4]=[CH:3][CH:2]=1.[H-].[H-].[H-].[H-].[Li+].[Al+3].O.O.O.O.O.O.O.O.O.O.S([O-])([O-])(=O)=O.[Na+].[Na+]. (7) Given the product [Br:10][CH2:11][C:12]1[O:9][N:8]=[C:2]([C:3]([O:5][CH2:6][CH3:7])=[O:4])[CH:13]=1, predict the reactants needed to synthesize it. The reactants are: Cl[C:2](=[N:8][OH:9])[C:3]([O:5][CH2:6][CH3:7])=[O:4].[Br:10][CH2:11][C:12]#[CH:13].C(=O)(O)[O-].[Na+].O. (8) Given the product [Br:1][C:2]1[CH:7]=[CH:6][N:5]=[C:4]2[N:8]([CH3:12])[CH:9]=[C:10]([C:20]3[CH:21]=[C:22]4[C:17]([CH2:16][CH:15]([CH3:32])[N:14]4[CH3:13])=[CH:18][CH:19]=3)[C:3]=12, predict the reactants needed to synthesize it. The reactants are: [Br:1][C:2]1[CH:7]=[CH:6][N:5]=[C:4]2[N:8]([CH3:12])[CH:9]=[C:10](I)[C:3]=12.[CH3:13][N:14]1[C:22]2[C:17](=[CH:18][CH:19]=[C:20](B3OC(C)(C)C(C)(C)O3)[CH:21]=2)[CH2:16][CH:15]1[CH3:32].C(=O)([O-])[O-].[Na+].[Na+].C(#N)C. (9) The reactants are: Cl[C:2]1[C:12]([C:13]#[N:14])=[CH:11][C:5]([C:6]([O:8][CH2:9][CH3:10])=[O:7])=[C:4]([N:15]([CH3:17])[CH3:16])[N:3]=1.[NH:18]1[CH2:23][CH2:22][CH:21]([C:24]([OH:26])=[O:25])[CH2:20][CH2:19]1. Given the product [C:13]([C:12]1[C:2]([N:18]2[CH2:23][CH2:22][CH:21]([C:24]([OH:26])=[O:25])[CH2:20][CH2:19]2)=[N:3][C:4]([N:15]([CH3:17])[CH3:16])=[C:5]([C:6]([O:8][CH2:9][CH3:10])=[O:7])[CH:11]=1)#[N:14], predict the reactants needed to synthesize it.